Dataset: Full USPTO retrosynthesis dataset with 1.9M reactions from patents (1976-2016). Task: Predict the reactants needed to synthesize the given product. (1) Given the product [Cl:1][C:2]1[C:3]2[N:10]([CH2:18][CH:19]3[CH2:23][CH2:22][CH2:21][O:20]3)[CH:9]=[CH:8][C:4]=2[N:5]=[CH:6][N:7]=1, predict the reactants needed to synthesize it. The reactants are: [Cl:1][C:2]1[C:3]2[NH:10][CH:9]=[CH:8][C:4]=2[N:5]=[CH:6][N:7]=1.C(=O)([O-])[O-].[Cs+].[Cs+].Br[CH2:18][CH:19]1[CH2:23][CH2:22][CH2:21][O:20]1. (2) Given the product [Cl:18][C:17]1[CH:16]=[CH:15][C:14]([NH:19][C:29]([NH:28][C:23]2[CH:24]=[CH:25][CH:26]=[CH:27][C:22]=2[Cl:21])=[O:30])=[C:13]([OH:20])[C:12]=1[S:9]([NH:8][CH:5]1[CH2:7][CH2:6]1)(=[O:11])=[O:10], predict the reactants needed to synthesize it. The reactants are: NC(N)=O.[CH:5]1([NH:8][S:9]([C:12]2[C:17]([Cl:18])=[CH:16][CH:15]=[C:14]([NH2:19])[C:13]=2[OH:20])(=[O:11])=[O:10])[CH2:7][CH2:6]1.[Cl:21][C:22]1[CH:27]=[CH:26][CH:25]=[CH:24][C:23]=1[N:28]=[C:29]=[O:30]. (3) Given the product [C:1]([N:4]1[C:13]2[C:8](=[CH:9][C:10]([C:32]3[CH:31]=[N:30][N:29]([CH2:28][CH2:27][N:26]([CH3:43])[CH3:25])[CH:33]=3)=[CH:11][CH:12]=2)[C@H:7]([NH:15][C:16](=[O:21])[O:17][CH:18]([CH3:20])[CH3:19])[CH2:6][C@@H:5]1[CH3:22])(=[O:3])[CH3:2], predict the reactants needed to synthesize it. The reactants are: [C:1]([N:4]1[C:13]2[C:8](=[CH:9][C:10](Br)=[CH:11][CH:12]=2)[C@H:7]([NH:15][C:16](=[O:21])[O:17][CH:18]([CH3:20])[CH3:19])[CH2:6][C@@H:5]1[CH3:22])(=[O:3])[CH3:2].[OH-].[K+].[CH3:25][N:26]([CH3:43])[CH2:27][CH2:28][N:29]1[CH:33]=[C:32](B2OC(C)(C)C(C)(C)O2)[CH:31]=[N:30]1. (4) Given the product [O:34]1[CH:38]=[CH:37][CH:36]=[C:35]1[C:9]1[CH:10]=[N:11][C:2]([OH:1])=[C:3]2[C:8]=1[N:7]=[C:6]([C:13]1[CH:27]=[CH:26][C:16]([CH2:17][NH:18][C:19](=[O:25])[O:20][C:21]([CH3:23])([CH3:24])[CH3:22])=[CH:15][CH:14]=1)[C:5]([C:28]1[CH:29]=[CH:30][CH:31]=[CH:32][CH:33]=1)=[CH:4]2, predict the reactants needed to synthesize it. The reactants are: [OH:1][C:2]1[N:11]=[CH:10][C:9](I)=[C:8]2[C:3]=1[CH:4]=[C:5]([C:28]1[CH:33]=[CH:32][CH:31]=[CH:30][CH:29]=1)[C:6]([C:13]1[CH:27]=[CH:26][C:16]([CH2:17][NH:18][C:19](=[O:25])[O:20][C:21]([CH3:24])([CH3:23])[CH3:22])=[CH:15][CH:14]=1)=[N:7]2.[O:34]1[CH:38]=[CH:37][CH:36]=[C:35]1B(O)O.C(=O)([O-])[O-].[Cs+].[Cs+]. (5) The reactants are: [NH2:1][C:2]1[C:6]([C:7]([NH:9][CH:10]([CH3:12])[CH3:11])=[O:8])=[CH:5][N:4]([C:13]2[CH:14]=[N:15][CH:16]=[CH:17][CH:18]=2)[N:3]=1.[C:19]1(C)C=CC(S(O)(=O)=O)=CC=1.C(OCC)(OCC)OCC. Given the product [CH:10]([N:9]1[C:7](=[O:8])[C:6]2=[CH:5][N:4]([C:13]3[CH:14]=[N:15][CH:16]=[CH:17][CH:18]=3)[N:3]=[C:2]2[N:1]=[CH:19]1)([CH3:12])[CH3:11], predict the reactants needed to synthesize it. (6) Given the product [C:4]([CH:3]([NH:2][C:29]([C:27]1[N:26]=[N:25][N:24]([CH2:23][CH2:22][NH:21][C:19](=[O:20])[C:18]2[CH:32]=[CH:33][C:34]([O:38][CH3:39])=[C:35]([O:36][CH3:37])[C:17]=2[O:16][CH3:15])[CH:28]=1)=[O:30])[C:6]1[CH:11]=[CH:10][C:9]([CH2:12][CH2:13][CH3:14])=[CH:8][CH:7]=1)#[N:5], predict the reactants needed to synthesize it. The reactants are: Cl.[NH2:2][CH:3]([C:6]1[CH:11]=[CH:10][C:9]([CH2:12][CH2:13][CH3:14])=[CH:8][CH:7]=1)[C:4]#[N:5].[CH3:15][O:16][C:17]1[C:35]([O:36][CH3:37])=[C:34]([O:38][CH3:39])[CH:33]=[CH:32][C:18]=1[C:19]([NH:21][CH2:22][CH2:23][N:24]1[CH:28]=[C:27]([C:29](O)=[O:30])[N:26]=[N:25]1)=[O:20]. (7) Given the product [C:5]12([C:15](=[O:28])[CH:16]([NH:17][C:18]3[CH:19]=[CH:20][C:21]4[S:25][C:24]([CH3:26])=[N:23][C:22]=4[CH:27]=3)[CH3:3])[CH2:14][CH:9]3[CH2:8][CH:7]([CH2:13][CH:11]([CH2:10]3)[CH2:12]1)[CH2:6]2, predict the reactants needed to synthesize it. The reactants are: [H-].[Na+].[CH3:3]I.[C:5]12([C:15](=[O:28])[CH2:16][NH:17][C:18]3[CH:19]=[CH:20][C:21]4[S:25][C:24]([CH3:26])=[N:23][C:22]=4[CH:27]=3)[CH2:14][CH:9]3[CH2:10][CH:11]([CH2:13][CH:7]([CH2:8]3)[CH2:6]1)[CH2:12]2.